Dataset: Full USPTO retrosynthesis dataset with 1.9M reactions from patents (1976-2016). Task: Predict the reactants needed to synthesize the given product. (1) Given the product [CH2:34]([O:33][C:31]([N:11]1[CH2:12][CH2:13][CH:9]([CH:8]([NH:7][C:6]([O:5][C:1]([CH3:4])([CH3:3])[CH3:2])=[O:29])[C:22]2[CH:27]=[CH:26][CH:25]=[CH:24][C:23]=2[F:28])[CH2:10]1)=[O:32])[C:35]1[CH:40]=[CH:39][CH:38]=[CH:37][CH:36]=1, predict the reactants needed to synthesize it. The reactants are: [C:1]([O:5][C:6](=[O:29])[NH:7][CH:8]([C:22]1[CH:27]=[CH:26][CH:25]=[CH:24][C:23]=1[F:28])[CH:9]1[CH2:13][CH2:12][N:11]([C@H](C2C=CC=CC=2)C)[CH2:10]1)([CH3:4])([CH3:3])[CH3:2].Cl[C:31]([O:33][CH2:34][C:35]1[CH:40]=[CH:39][CH:38]=[CH:37][CH:36]=1)=[O:32]. (2) Given the product [CH3:1][C:2]1[N:3]=[C:4]([C:13]2[CH:14]=[CH:15][C:16]([C:19]([F:22])([F:20])[F:21])=[CH:17][CH:18]=2)[S:5][C:6]=1[C:7](=[O:12])[CH2:8][CH2:9][CH2:10][CH3:11], predict the reactants needed to synthesize it. The reactants are: [CH3:1][C:2]1[N:3]=[C:4]([C:13]2[CH:18]=[CH:17][C:16]([C:19]([F:22])([F:21])[F:20])=[CH:15][CH:14]=2)[S:5][C:6]=1[CH:7]([OH:12])[CH2:8][CH2:9][CH2:10][CH3:11]. (3) Given the product [CH:39]([C:31]1[CH:32]=[CH:33][CH:34]=[C:35]([CH:36]([CH3:38])[CH3:37])[C:30]=1[NH:29][C:27](=[O:28])[CH2:26][N:15]1[C:14](=[O:42])[C:13]2([CH2:43][CH2:44][S:3](=[O:5])(=[O:2])[CH2:11][CH2:12]2)[N:17]([C:18]2[CH:23]=[CH:22][C:21]([CH3:24])=[CH:20][CH:19]=2)[C:16]1=[O:25])([CH3:41])[CH3:40], predict the reactants needed to synthesize it. The reactants are: O[O:2][S:3]([O-:5])=O.[K+].C(N1[CH2:44][CH2:43][C:13]2([N:17]([C:18]3[CH:23]=[CH:22][C:21]([CH3:24])=[CH:20][CH:19]=3)[C:16](=[O:25])[N:15]([CH2:26][C:27]([NH:29][C:30]3[C:35]([CH:36]([CH3:38])[CH3:37])=[CH:34][CH:33]=[CH:32][C:31]=3[CH:39]([CH3:41])[CH3:40])=[O:28])[C:14]2=[O:42])[CH2:12][CH2:11]1)(=O)C.ClCCl. (4) Given the product [ClH:1].[Cl:1][C:2]1[C:3]([S:11][CH2:12][CH2:13][CH2:14][Cl:15])=[C:4]([NH2:8])[CH:5]=[CH:6][CH:7]=1, predict the reactants needed to synthesize it. The reactants are: [Cl:1][C:2]1[CH:7]=[CH:6][CH:5]=[C:4]([N+:8]([O-])=O)[C:3]=1[S:11][CH2:12][CH2:13][CH2:14][Cl:15].